From a dataset of Catalyst prediction with 721,799 reactions and 888 catalyst types from USPTO. Predict which catalyst facilitates the given reaction. (1) Reactant: C[Al](C)C.Cl.[CH3:6][NH2:7].CCO[C:11]([C:13]1[N:14](C(OC(C)(C)C)=O)[C:15]2[C:20]([CH:21]=1)=[CH:19][C:18]([C:22]1([CH2:34][C:35]3[CH:40]=[CH:39][CH:38]=[CH:37][CH:36]=3)[CH2:26][CH2:25][N:24]([CH2:27][C:28]3[CH:33]=[CH:32][CH:31]=[CH:30][CH:29]=3)[CH2:23]1)=[CH:17][CH:16]=2)=[O:12]. Product: [CH3:6][NH:7][C:11]([C:13]1[NH:14][C:15]2[C:20]([CH:21]=1)=[CH:19][C:18]([C:22]1([CH2:34][C:35]3[CH:36]=[CH:37][CH:38]=[CH:39][CH:40]=3)[CH2:26][CH2:25][N:24]([CH2:27][C:28]3[CH:33]=[CH:32][CH:31]=[CH:30][CH:29]=3)[CH2:23]1)=[CH:17][CH:16]=2)=[O:12]. The catalyst class is: 11. (2) Reactant: [C:1]([O:5][C:6](=[O:26])[NH:7][CH2:8][CH:9]1[C:18]2[C:13](=[CH:14][C:15]([O:19][CH2:20][CH2:21][CH2:22][CH2:23]Br)=[CH:16][CH:17]=2)[NH:12][C:11](=[O:25])[CH2:10]1)([CH3:4])([CH3:3])[CH3:2].Cl.[Cl:28][C:29]1[C:34]([Cl:35])=[CH:33][CH:32]=[CH:31][C:30]=1[N:36]1[CH2:41][CH2:40][NH:39][CH2:38][CH2:37]1.C([O-])([O-])=O.[K+].[K+]. Product: [C:1]([O:5][C:6](=[O:26])[NH:7][CH2:8][CH:9]1[C:18]2[C:13](=[CH:14][C:15]([O:19][CH2:20][CH2:21][CH2:22][CH2:23][N:39]3[CH2:38][CH2:37][N:36]([C:30]4[CH:31]=[CH:32][CH:33]=[C:34]([Cl:35])[C:29]=4[Cl:28])[CH2:41][CH2:40]3)=[CH:16][CH:17]=2)[NH:12][C:11](=[O:25])[CH2:10]1)([CH3:4])([CH3:3])[CH3:2]. The catalyst class is: 3. (3) Reactant: [C:1]([CH2:3][C:4]1[CH:12]=[C:11]([O:13][CH2:14][CH2:15][O:16][CH3:17])[C:10]([O:18][CH2:19][CH2:20][O:21][CH3:22])=[CH:9][C:5]=1[C:6](O)=[O:7])#[N:2].[NH2:23][C:24]1[CH:28]=[C:27]([CH3:29])[NH:26][N:25]=1. Product: [CH3:17][O:16][CH2:15][CH2:14][O:13][C:11]1[CH:12]=[C:4]2[C:5](=[CH:9][C:10]=1[O:18][CH2:19][CH2:20][O:21][CH3:22])[C:6]([OH:7])=[N:2][C:1]([NH:23][C:24]1[CH:28]=[C:27]([CH3:29])[NH:26][N:25]=1)=[CH:3]2. The catalyst class is: 15. (4) Reactant: [NH2:1][C:2]1[C:7]([C:8]#[N:9])=[C:6]([C:10]2[CH:15]=[CH:14][C:13]([OH:16])=[CH:12][CH:11]=2)[C:5]([C:17]#[N:18])=[C:4]([S:19][CH2:20][CH2:21][NH2:22])[N:3]=1.[O-:23][C:24]#[N:25].[K+]. Product: [NH2:1][C:2]1[N:3]=[C:4]([S:19][CH2:20][CH2:21][NH:22][C:24]([NH2:25])=[O:23])[C:5]([C:17]#[N:18])=[C:6]([C:10]2[CH:11]=[CH:12][C:13]([OH:16])=[CH:14][CH:15]=2)[C:7]=1[C:8]#[N:9]. The catalyst class is: 209. (5) Reactant: [NH2:1][C:2]1[C:3]([O:13][CH3:14])=[N:4][C:5]2[C:10]([N:11]=1)=[CH:9][C:8]([F:12])=[CH:7][CH:6]=2.Cl[C:16]([O:18][CH2:19][CH3:20])=[O:17].N1C=CC=CC=1. Product: [F:12][C:8]1[CH:9]=[C:10]2[C:5](=[CH:6][CH:7]=1)[N:4]=[C:3]([O:13][CH3:14])[C:2]([NH:1][C:16](=[O:17])[O:18][CH2:19][CH3:20])=[N:11]2. The catalyst class is: 4.